From a dataset of NCI-60 drug combinations with 297,098 pairs across 59 cell lines. Regression. Given two drug SMILES strings and cell line genomic features, predict the synergy score measuring deviation from expected non-interaction effect. (1) Drug 1: C1CN1C2=NC(=NC(=N2)N3CC3)N4CC4. Drug 2: CCC1(C2=C(COC1=O)C(=O)N3CC4=CC5=C(C=CC(=C5CN(C)C)O)N=C4C3=C2)O.Cl. Cell line: MOLT-4. Synergy scores: CSS=98.0, Synergy_ZIP=4.68, Synergy_Bliss=4.62, Synergy_Loewe=3.12, Synergy_HSA=5.35. (2) Drug 1: CNC(=O)C1=CC=CC=C1SC2=CC3=C(C=C2)C(=NN3)C=CC4=CC=CC=N4. Drug 2: CCN(CC)CCNC(=O)C1=C(NC(=C1C)C=C2C3=C(C=CC(=C3)F)NC2=O)C. Cell line: SNB-19. Synergy scores: CSS=0.455, Synergy_ZIP=-0.476, Synergy_Bliss=0.0676, Synergy_Loewe=-2.00, Synergy_HSA=-0.886. (3) Drug 1: CC12CCC(CC1=CCC3C2CCC4(C3CC=C4C5=CN=CC=C5)C)O. Drug 2: C1C(C(OC1N2C=NC3=C2NC=NCC3O)CO)O. Cell line: RPMI-8226. Synergy scores: CSS=45.6, Synergy_ZIP=3.63, Synergy_Bliss=3.99, Synergy_Loewe=-11.5, Synergy_HSA=1.96. (4) Drug 1: CC1=CC2C(CCC3(C2CCC3(C(=O)C)OC(=O)C)C)C4(C1=CC(=O)CC4)C. Drug 2: CC1=CC=C(C=C1)C2=CC(=NN2C3=CC=C(C=C3)S(=O)(=O)N)C(F)(F)F. Cell line: NCI-H322M. Synergy scores: CSS=4.74, Synergy_ZIP=-0.178, Synergy_Bliss=5.80, Synergy_Loewe=1.69, Synergy_HSA=1.69. (5) Cell line: MDA-MB-435. Synergy scores: CSS=75.4, Synergy_ZIP=9.29, Synergy_Bliss=7.47, Synergy_Loewe=-20.1, Synergy_HSA=7.12. Drug 1: CC1=C2C(C(=O)C3(C(CC4C(C3C(C(C2(C)C)(CC1OC(=O)C(C(C5=CC=CC=C5)NC(=O)OC(C)(C)C)O)O)OC(=O)C6=CC=CC=C6)(CO4)OC(=O)C)OC)C)OC. Drug 2: COC1=C2C(=CC3=C1OC=C3)C=CC(=O)O2. (6) Synergy scores: CSS=9.76, Synergy_ZIP=-1.93, Synergy_Bliss=-1.49, Synergy_Loewe=-2.06, Synergy_HSA=-1.96. Drug 2: C1CCC(C(C1)N)N.C(=O)(C(=O)[O-])[O-].[Pt+4]. Drug 1: C#CCC(CC1=CN=C2C(=N1)C(=NC(=N2)N)N)C3=CC=C(C=C3)C(=O)NC(CCC(=O)O)C(=O)O. Cell line: RXF 393. (7) Drug 1: CC(CN1CC(=O)NC(=O)C1)N2CC(=O)NC(=O)C2. Drug 2: C1=CC=C(C(=C1)C(C2=CC=C(C=C2)Cl)C(Cl)Cl)Cl. Cell line: OVCAR-5. Synergy scores: CSS=24.7, Synergy_ZIP=0.378, Synergy_Bliss=3.39, Synergy_Loewe=0.679, Synergy_HSA=3.63.